Dataset: Full USPTO retrosynthesis dataset with 1.9M reactions from patents (1976-2016). Task: Predict the reactants needed to synthesize the given product. (1) Given the product [CH3:1][O:2][C:3]1[CH:4]=[CH:5][CH:6]=[CH:7][C:8]=1[O:9][CH2:10][CH2:11][NH:12][CH2:13][CH:14]([OH:30])[CH2:15][O:16][C:17]1[CH:18]=[CH:19][CH:20]=[C:21]2[NH:29][C:28]3[CH:27]=[CH:26][CH:25]=[CH:24][C:23]=3[C:22]=12.[CH3:1][O:2][C:3]1[CH:4]=[CH:5][CH:6]=[CH:7][C:8]=1[O:9][CH2:10][CH2:11][NH2:12], predict the reactants needed to synthesize it. The reactants are: [CH3:1][O:2][C:3]1[CH:4]=[CH:5][CH:6]=[CH:7][C:8]=1[O:9][CH2:10][CH2:11][NH:12][CH2:13][CH:14]([OH:30])[CH2:15][O:16][C:17]1[CH:18]=[CH:19][CH:20]=[C:21]2[NH:29][C:28]3[CH:27]=[CH:26][CH:25]=[CH:24][C:23]=3[C:22]=12.O. (2) Given the product [CH:1]1([CH2:4][O:5][CH2:6][C:7]2[CH:8]=[CH:9][C:10]([NH2:14])=[N:11][C:12]=2[CH3:13])[CH2:3][CH2:2]1, predict the reactants needed to synthesize it. The reactants are: [CH:1]1([CH2:4][O:5][CH2:6][C:7]2[CH:8]=[CH:9][C:10]([NH:14]C(=O)C(C)(C)C)=[N:11][C:12]=2[CH3:13])[CH2:3][CH2:2]1.[OH-].[Na+]. (3) Given the product [F:34][C:35]([F:40])([F:39])[C:36]([OH:38])=[O:37].[OH:19][CH2:20][C@@H:21]1[O:26][CH2:25][CH2:24][NH:23][CH2:22]1, predict the reactants needed to synthesize it. The reactants are: C(NCCO)C1C=CC=CC=1.C([C@H]1OC1)Cl.[OH-].[Na+].[OH:19][CH2:20][CH:21]1[O:26][CH2:25][CH2:24][NH:23][CH2:22]1.O1CCCNCC1.[F:34][C:35]([F:40])([F:39])[C:36]([OH:38])=[O:37].